From a dataset of Forward reaction prediction with 1.9M reactions from USPTO patents (1976-2016). Predict the product of the given reaction. (1) Given the reactants [H-].[Na+].[Cl:3][C:4]1[C:5]([CH:11]([O:14][CH3:15])[O:12][CH3:13])=[C:6]([OH:10])[CH:7]=[N:8][CH:9]=1.Br[CH2:17][C:18]([O:20][CH2:21][CH3:22])=[O:19], predict the reaction product. The product is: [CH2:21]([O:20][C:18](=[O:19])[CH2:17][O:10][C:6]1[CH:7]=[N:8][CH:9]=[C:4]([Cl:3])[C:5]=1[CH:11]([O:14][CH3:15])[O:12][CH3:13])[CH3:22]. (2) Given the reactants [Cl:1][C:2]1[N:10]=[C:9]2[C:5]([N:6]=[C:7]([CH:12]3[CH2:14][CH2:13]3)[N:8]2[CH3:11])=[C:4]([N:15]2[CH2:20][CH2:19][O:18][CH2:17][C@@H:16]2[CH3:21])[N:3]=1.Cl[C:23]1N=C2C(N=C(I)N2CC)=C(N2CCOC[C@@H]2C)N=1, predict the reaction product. The product is: [Cl:1][C:2]1[N:10]=[C:9]2[C:5]([N:6]=[C:7]([CH:12]3[CH2:13][CH2:14]3)[N:8]2[CH2:11][CH3:23])=[C:4]([N:15]2[CH2:20][CH2:19][O:18][CH2:17][C@@H:16]2[CH3:21])[N:3]=1.